This data is from Forward reaction prediction with 1.9M reactions from USPTO patents (1976-2016). The task is: Predict the product of the given reaction. (1) Given the reactants [CH:1]([CH:3]([CH2:9][CH3:10])[CH2:4][C:5]([O:7]C)=O)=O.[C:11]1([CH2:17][CH2:18][NH2:19])[CH:16]=[CH:15][CH:14]=[CH:13][CH:12]=1, predict the reaction product. The product is: [CH2:9]([C:3]1[CH2:1][N:19]([CH2:18][CH2:17][C:11]2[CH:16]=[CH:15][CH:14]=[CH:13][CH:12]=2)[C:5](=[O:7])[CH:4]=1)[CH3:10]. (2) Given the reactants [NH2:1][C:2]1[CH:7]=[CH:6][C:5]([CH2:8][CH2:9][O:10][C:11]2[CH:12]=[CH:13][C:14]3[N:18]=[C:17]([CH2:19][O:20][C:21]4[CH:34]=[CH:33][C:24]([CH2:25][CH:26]5[S:30][C:29](=[O:31])[NH:28][C:27]5=[O:32])=[CH:23][CH:22]=4)[N:16]([CH3:35])[C:15]=3[CH:36]=2)=[CH:4][CH:3]=1.[F:37][C:38]([F:49])([F:48])[C:39]1[CH:44]=[CH:43][C:42]([N:45]=[C:46]=[O:47])=[CH:41][CH:40]=1, predict the reaction product. The product is: [O:31]=[C:29]1[NH:28][C:27](=[O:32])[CH:26]([CH2:25][C:24]2[CH:33]=[CH:34][C:21]([O:20][CH2:19][C:17]3[N:16]([CH3:35])[C:15]4[CH:36]=[C:11]([O:10][CH2:9][CH2:8][C:5]5[CH:6]=[CH:7][C:2]([NH:1][C:46]([NH:45][C:42]6[CH:41]=[CH:40][C:39]([C:38]([F:37])([F:48])[F:49])=[CH:44][CH:43]=6)=[O:47])=[CH:3][CH:4]=5)[CH:12]=[CH:13][C:14]=4[N:18]=3)=[CH:22][CH:23]=2)[S:30]1. (3) Given the reactants O=C[C@@H]([C@H]([C@@H](CO)O)O)O.[CH3:11][C:12]1[C:16]([CH2:17][CH2:18][C:19]([OH:21])=[O:20])=[C:15]2[CH2:22][C:23]3[NH:27][C:26]([CH2:28][C:29]4[NH:33][C:32]([CH2:34][C:35]5[NH:39][C:38]([CH2:40][C:13]=1[NH:14]2)=[C:37]([CH3:41])[C:36]=5[CH2:42][CH2:43][C:44]([OH:46])=[O:45])=[C:31]([CH2:47][CH2:48][C:49]([OH:51])=[O:50])[C:30]=4[CH3:52])=[C:25]([CH2:53][CH2:54][C:55]([OH:57])=[O:56])[C:24]=3[CH3:58].CC1C(CCC(O)=O)=C2NC=1CC1NC(CC3NC(CC4NC(C2)=C(CCC(O)=O)C=4C)=C(C=C)C=3C)=C(C=C)C=1C, predict the reaction product. The product is: [CH3:41][C:37]1[C:38]2[NH:39][C:35](=[CH:34][C:32]3[NH:33][C:29]([CH:28]=[C:26]4[N:27]=[C:23]([CH:22]=[C:15]5[N:14]=[C:13]([CH:40]=2)[C:12]([CH3:11])=[C:16]5[CH2:17][CH2:18][C:19]([OH:21])=[O:20])[C:24]([CH3:58])=[C:25]4[CH2:53][CH2:54][C:55]([OH:57])=[O:56])=[C:30]([CH3:52])[C:31]=3[CH2:47][CH2:48][C:49]([OH:51])=[O:50])[C:36]=1[CH2:42][CH2:43][C:44]([OH:46])=[O:45]. (4) Given the reactants [CH:1]1([N:4]2[CH2:9][CH2:8][N:7]([C:10]([C:12]3[CH:19]=[CH:18][C:15]([CH:16]=O)=[CH:14][CH:13]=3)=[O:11])[CH2:6][CH2:5]2)[CH2:3][CH2:2]1.C(C1C=C[C:25]([C:26]([OH:28])=O)=CC=1)=O.S(Cl)(Cl)=O.[OH-].[Na+].Cl.Cl.[CH:39]1([N:42]2CCNCC2)C[CH2:40]1, predict the reaction product. The product is: [CH:1]1([N:4]2[CH2:9][CH2:8][N:7]([C:10]([C:12]3[CH:19]=[CH:18][C:15]([CH2:16][N:42]4[CH2:25][CH2:26][O:28][CH2:40][CH2:39]4)=[CH:14][CH:13]=3)=[O:11])[CH2:6][CH2:5]2)[CH2:3][CH2:2]1. (5) Given the reactants [F:1][C:2]1[C:11]([NH:12][S:13]([C:16]2[CH:21]=[CH:20][C:19]([NH:22]C(=O)C)=[CH:18][CH:17]=2)(=[O:15])=[O:14])=[CH:10][C:5]2[B:6]([OH:9])[O:7][CH2:8][C:4]=2[CH:3]=1.Cl, predict the reaction product. The product is: [F:1][C:2]1[C:11]([NH:12][S:13]([C:16]2[CH:17]=[CH:18][C:19]([NH2:22])=[CH:20][CH:21]=2)(=[O:14])=[O:15])=[CH:10][C:5]2[B:6]([OH:9])[O:7][CH2:8][C:4]=2[CH:3]=1. (6) The product is: [C:2]1([C:8]2[S:12][C:11]([CH2:13][C:14]3[CH:15]=[CH:16][C:17]([O:18][CH2:19][C@H:20]4[CH2:24][CH2:23][CH2:22][N:21]4[CH2:28][CH2:29][CH2:30][C:31]([OH:33])=[O:32])=[CH:25][CH:26]=3)=[CH:10][CH:9]=2)[CH:3]=[CH:4][CH:5]=[CH:6][CH:7]=1. Given the reactants Cl.[C:2]1([C:8]2[S:12][C:11]([CH2:13][C:14]3[CH:26]=[CH:25][C:17]([O:18][CH2:19][C@H:20]4[CH2:24][CH2:23][CH2:22][NH:21]4)=[CH:16][CH:15]=3)=[CH:10][CH:9]=2)[CH:7]=[CH:6][CH:5]=[CH:4][CH:3]=1.Br[CH2:28][CH2:29][CH2:30][C:31]([O:33]C)=[O:32], predict the reaction product. (7) The product is: [Cl:19][C:20]1[CH:25]=[C:24]([C:2]2[CH:18]=[CH:17][C:5]([O:6][CH:7]([CH3:16])[CH2:8][NH:9][S:10]([CH:13]([CH3:15])[CH3:14])(=[O:12])=[O:11])=[CH:4][CH:3]=2)[CH:23]=[CH:22][CH:21]=1. Given the reactants Br[C:2]1[CH:18]=[CH:17][C:5]([O:6][CH:7]([CH3:16])[CH2:8][NH:9][S:10]([CH:13]([CH3:15])[CH3:14])(=[O:12])=[O:11])=[CH:4][CH:3]=1.[Cl:19][C:20]1[CH:21]=[C:22](B(O)O)[CH:23]=[CH:24][CH:25]=1.C(=O)([O-])[O-].[Na+].[Na+], predict the reaction product. (8) Given the reactants [Cl:1][C:2]1[C:3]([O:9][C:10]2[CH:15]=[CH:14][C:13]([OH:16])=[CH:12][CH:11]=2)=[N:4][CH:5]=[C:6]([Cl:8])[CH:7]=1.[CH3:17][N:18]([C:22]1[CH:27]=[CH:26][CH:25]=[CH:24][CH:23]=1)[C:19](Cl)=[O:20], predict the reaction product. The product is: [Cl:1][C:2]1[C:3]([O:9][C:10]2[CH:15]=[CH:14][C:13]([O:16][C:19](=[O:20])[N:18]([CH3:17])[C:22]3[CH:27]=[CH:26][CH:25]=[CH:24][CH:23]=3)=[CH:12][CH:11]=2)=[N:4][CH:5]=[C:6]([Cl:8])[CH:7]=1.